From a dataset of Full USPTO retrosynthesis dataset with 1.9M reactions from patents (1976-2016). Predict the reactants needed to synthesize the given product. (1) Given the product [CH:1]1([CH:7]([O:32][C:35]([NH:34][CH3:33])=[S:36])[CH:8]([C:25]2[CH:30]=[CH:29][CH:28]=[CH:27][C:26]=2[F:31])[CH2:9][CH2:10][N:11]2[CH2:16][CH2:15][N:14]([C:17]3[CH:22]=[CH:21][CH:20]=[CH:19][C:18]=3[O:23][CH3:24])[CH2:13][CH2:12]2)[CH2:6][CH2:5][CH2:4][CH2:3][CH2:2]1, predict the reactants needed to synthesize it. The reactants are: [CH:1]1([CH:7]([OH:32])[CH:8]([C:25]2[CH:30]=[CH:29][CH:28]=[CH:27][C:26]=2[F:31])[CH2:9][CH2:10][N:11]2[CH2:16][CH2:15][N:14]([C:17]3[CH:22]=[CH:21][CH:20]=[CH:19][C:18]=3[O:23][CH3:24])[CH2:13][CH2:12]2)[CH2:6][CH2:5][CH2:4][CH2:3][CH2:2]1.[CH3:33][N:34]=[C:35]=[S:36].O. (2) Given the product [CH3:27][C:26]1[C:17]([C:15]([C:12]2[CH:13]=[CH:14][C:9]([B:4]([OH:5])[OH:3])=[CH:10][CH:11]=2)=[CH2:16])=[CH:18][C:19]2[C:20]([CH3:31])([CH3:30])[CH2:21][CH2:22][C:23]([CH3:28])([CH3:29])[C:24]=2[CH:25]=1, predict the reactants needed to synthesize it. The reactants are: CC1(C)C(C)(C)[O:5][B:4]([C:9]2[CH:14]=[CH:13][C:12]([C:15]([C:17]3[C:26]([CH3:27])=[CH:25][C:24]4[C:23]([CH3:29])([CH3:28])[CH2:22][CH2:21][C:20]([CH3:31])([CH3:30])[C:19]=4[CH:18]=3)=[CH2:16])=[CH:11][CH:10]=2)[O:3]1.C1(B(O)O)C=CC=CC=1.Cl.[OH-].[Na+]. (3) Given the product [OH:3][CH:4](/[CH:5]=[CH:6]\[CH2:7][B:2]1[O:23][C@:22]2([CH3:28])[C@@H:17]([C@@H:18]3[CH2:24][C@H:20]([CH2:21]2)[C:19]3([CH3:25])[CH3:26])[O:27]1)[CH2:8][C:9]([O:11][C:12]([CH3:15])([CH3:14])[CH3:13])=[O:10], predict the reactants needed to synthesize it. The reactants are: O[B:2]1[CH2:7][CH:6]=[CH:5][CH:4]([CH2:8][C:9]([O:11][C:12]([CH3:15])([CH3:14])[CH3:13])=[O:10])[O:3]1.C[C@@:17]1([OH:27])[C@H:22]([OH:23])[CH2:21][C@@H:20]2[CH2:24][C@H:18]1[C:19]2([CH3:26])[CH3:25].[CH2:28]1COCC1.